Dataset: Full USPTO retrosynthesis dataset with 1.9M reactions from patents (1976-2016). Task: Predict the reactants needed to synthesize the given product. (1) The reactants are: [CH2:1]([C:5]1[C:9]([CH2:10]O)=[C:8]([CH3:12])[O:7][N:6]=1)[CH2:2][CH2:3][CH3:4].S(Cl)([Cl:15])=O. Given the product [CH2:1]([C:5]1[C:9]([CH2:10][Cl:15])=[C:8]([CH3:12])[O:7][N:6]=1)[CH2:2][CH2:3][CH3:4], predict the reactants needed to synthesize it. (2) Given the product [Cl:1][C:2]1[CH:10]=[CH:9][C:8]([CH3:11])=[CH:7][C:3]=1[C:4]([NH:26][CH2:25][C:16]1([C:19]2[CH:24]=[CH:23][CH:22]=[CH:21][CH:20]=2)[CH2:15][CH2:14][N:13]([CH3:12])[CH2:18][CH2:17]1)=[O:6], predict the reactants needed to synthesize it. The reactants are: [Cl:1][C:2]1[CH:10]=[CH:9][C:8]([CH3:11])=[CH:7][C:3]=1[C:4]([OH:6])=O.[CH3:12][N:13]1[CH2:18][CH2:17][C:16]([CH2:25][NH2:26])([C:19]2[CH:24]=[CH:23][CH:22]=[CH:21][CH:20]=2)[CH2:15][CH2:14]1. (3) Given the product [Cl:8][C:9]1[N:10]=[C:11]([S:16][CH2:17][C:18]2[CH:23]=[CH:22][CH:21]=[C:20]([F:24])[C:19]=2[F:25])[N:12]=[C:13]([O:6][CH:4]([CH3:5])[CH2:3][N:2]([CH3:7])[CH3:1])[CH:14]=1, predict the reactants needed to synthesize it. The reactants are: [CH3:1][N:2]([CH3:7])[CH2:3][CH:4]([OH:6])[CH3:5].[Cl:8][C:9]1[CH:14]=[C:13](Cl)[N:12]=[C:11]([S:16][CH2:17][C:18]2[CH:23]=[CH:22][CH:21]=[C:20]([F:24])[C:19]=2[F:25])[N:10]=1.[H-].[Na+]. (4) The reactants are: C([O:3][C:4](=[O:24])[C:5]([O:15][C:16]1[CH:21]=[CH:20][C:19]([F:22])=[C:18]([F:23])[CH:17]=1)([CH3:14])[CH2:6][C:7]1[CH:12]=[CH:11][C:10]([OH:13])=[CH:9][CH:8]=1)C.[CH3:25][C:26]1[O:30][C:29]([C:31]2([CH3:37])[CH2:36][CH2:35][CH2:34][CH2:33][CH2:32]2)=[N:28][C:27]=1[CH2:38][CH2:39]OS(C1C=CC(C)=CC=1)(=O)=O. Given the product [F:23][C:18]1[CH:17]=[C:16]([CH:21]=[CH:20][C:19]=1[F:22])[O:15][C:5]([CH3:14])([CH2:6][C:7]1[CH:12]=[CH:11][C:10]([O:13][CH2:39][CH2:38][C:27]2[N:28]=[C:29]([C:31]3([CH3:37])[CH2:36][CH2:35][CH2:34][CH2:33][CH2:32]3)[O:30][C:26]=2[CH3:25])=[CH:9][CH:8]=1)[C:4]([OH:3])=[O:24], predict the reactants needed to synthesize it. (5) The reactants are: Cl[C:2]1[C:7]([C:8]([Cl:10])=[CH2:9])=[C:6]([C:11]([F:14])([F:13])[F:12])[N:5]=[C:4]([CH3:15])[N:3]=1.[NH:16]1[CH:20]=[CH:19][N:18]=[CH:17]1.O. Given the product [Cl:10][C:8]([C:7]1[C:2]([N:16]2[CH:20]=[CH:19][N:18]=[CH:17]2)=[N:3][C:4]([CH3:15])=[N:5][C:6]=1[C:11]([F:14])([F:13])[F:12])=[CH2:9], predict the reactants needed to synthesize it. (6) Given the product [CH2:21]([O:24][CH2:25][CH2:26][CH2:27][C@H:28]([NH:32][C:33]([O:35][C:36]([CH3:39])([CH3:38])[CH3:37])=[O:34])[C:29]([N:16]1[CH2:17][C@H:18]([OH:20])[CH2:19][C@H:15]1[C:13]([NH:12][C@:7]1([C:5]([O:4][CH2:2][CH3:3])=[O:6])[CH2:9][C@H:8]1[CH:10]=[CH2:11])=[O:14])=[O:30])[CH:22]=[CH2:23], predict the reactants needed to synthesize it. The reactants are: Cl.[CH2:2]([O:4][C:5]([C@@:7]1([NH:12][C:13]([C@@H:15]2[CH2:19][C@@H:18]([OH:20])[CH2:17][NH:16]2)=[O:14])[CH2:9][C@H:8]1[CH:10]=[CH2:11])=[O:6])[CH3:3].[CH2:21]([O:24][CH2:25][CH2:26][CH2:27][C@H:28]([NH:32][C:33]([O:35][C:36]([CH3:39])([CH3:38])[CH3:37])=[O:34])[C:29](O)=[O:30])[CH:22]=[CH2:23].CN(C(ON1N=NC2C=CC=NC1=2)=[N+](C)C)C.F[P-](F)(F)(F)(F)F.CCN(C(C)C)C(C)C. (7) Given the product [Br:1][C:2]1[CH:3]=[C:4]2[C:9](=[CH:10][CH:11]=1)[O:8][C:7]1=[N:12][C:13]3[CH:18]=[CH:17][CH:16]=[CH:15][C:14]=3[CH:19]=[C:6]1[C:5]2=[O:21], predict the reactants needed to synthesize it. The reactants are: [Br:1][C:2]1[CH:3]=[C:4]2[C:9](=[CH:10][CH:11]=1)[O:8][C:7]([NH:12][C:13]1[CH:18]=[CH:17][CH:16]=[CH:15][CH:14]=1)=[C:6]([CH:19]=O)[C:5]2=[O:21].OS(O)(=O)=O. (8) Given the product [CH2:1]([C@@H:8]1[CH2:12][O:11][C:10](=[O:13])[N:9]1[C:14](=[O:23])[C@H:15]([C@H:35]1[N:39]([C:40]([O:42][C:43]([CH3:46])([CH3:45])[CH3:44])=[O:41])[C:38]([CH3:48])([CH3:47])[CH2:37][CH2:36]1)[C:16]1[CH:21]=[CH:20][CH:19]=[C:18]([Cl:22])[CH:17]=1)[C:2]1[CH:7]=[CH:6][CH:5]=[CH:4][CH:3]=1, predict the reactants needed to synthesize it. The reactants are: [CH2:1]([C@@H:8]1[CH2:12][O:11][C:10](=[O:13])[N:9]1[C:14](=[O:23])[CH2:15][C:16]1[CH:21]=[CH:20][CH:19]=[C:18]([Cl:22])[CH:17]=1)[C:2]1[CH:7]=[CH:6][CH:5]=[CH:4][CH:3]=1.CCN(C(C)C)C(C)C.CO[CH:35]1[N:39]([C:40]([O:42][C:43]([CH3:46])([CH3:45])[CH3:44])=[O:41])[C:38]([CH3:48])([CH3:47])[CH2:37][CH2:36]1.